The task is: Predict the reaction yield, written as a fraction of the theoretical maximum amount of product (1.0 means a 100% yield; for example, 0.34 means a 34% yield).. This data is from Reaction yield outcomes from USPTO patents with 853,638 reactions. (1) The reactants are [OH:1][C:2]1C=[C:4]([CH:8]=[CH:9][CH:10]=1)C(O)=O.[Br:11]Br.[C:13]([OH:16])(=[O:15])[CH3:14]. The catalyst is S(=O)(=O)(O)O.O. The product is [Br:11][C:9]1[CH:8]=[CH:4][C:14]([C:13]([OH:16])=[O:15])=[C:2]([OH:1])[CH:10]=1. The yield is 1.00. (2) The reactants are [Cl:1][C:2]1[N:7]=[C:6]([C:8]2[S:12][C:11]([CH:13]([CH3:15])[CH3:14])=[N:10][C:9]=2[C:16]2[CH:17]=[C:18]([NH2:22])[CH:19]=[CH:20][CH:21]=2)[CH:5]=[CH:4][N:3]=1.N1C=CC=CC=1.[F:29][C:30]1[CH:35]=[CH:34][C:33]([S:36](Cl)(=[O:38])=[O:37])=[CH:32][CH:31]=1. The catalyst is C(Cl)Cl. The product is [Cl:1][C:2]1[N:7]=[C:6]([C:8]2[S:12][C:11]([CH:13]([CH3:15])[CH3:14])=[N:10][C:9]=2[C:16]2[CH:17]=[C:18]([NH:22][S:36]([C:33]3[CH:34]=[CH:35][C:30]([F:29])=[CH:31][CH:32]=3)(=[O:38])=[O:37])[CH:19]=[CH:20][CH:21]=2)[CH:5]=[CH:4][N:3]=1. The yield is 0.940.